Dataset: Forward reaction prediction with 1.9M reactions from USPTO patents (1976-2016). Task: Predict the product of the given reaction. (1) Given the reactants [NH2:1][CH2:2][CH2:3][NH:4][CH:5]1[CH2:10][CH2:9][N:8]([CH2:11][CH2:12][C@@H:13]([C:25]2[CH:30]=[CH:29][C:28]([Cl:31])=[C:27]([Cl:32])[CH:26]=2)[CH2:14][N:15]([CH3:24])[C:16](=[O:23])[C:17]2[CH:22]=[CH:21][CH:20]=[CH:19][CH:18]=2)[CH2:7][CH2:6]1.[C:33](N1C=CN=C1)(N1C=CN=C1)=[O:34], predict the reaction product. The product is: [ClH:31].[Cl:32][C:27]1[CH:26]=[C:25]([C@H:13]([CH2:12][CH2:11][N:8]2[CH2:9][CH2:10][CH:5]([N:4]3[CH2:3][CH2:2][NH:1][C:33]3=[O:34])[CH2:6][CH2:7]2)[CH2:14][N:15]([CH3:24])[C:16](=[O:23])[C:17]2[CH:22]=[CH:21][CH:20]=[CH:19][CH:18]=2)[CH:30]=[CH:29][C:28]=1[Cl:31]. (2) Given the reactants C(=O)([O-])[O-].[K+].[K+].[CH2:7]([NH:9][CH2:10][CH3:11])[CH3:8].[CH2:12]([O:19][C:20]1[CH:44]=[CH:43][C:42]([O:45][CH2:46][CH2:47]Br)=[CH:41][C:21]=1[C:22]([NH:24][C:25]1[CH:34]=[C:33]([C:35]2[CH:40]=[CH:39][CH:38]=[CH:37][CH:36]=2)[CH:32]=[CH:31][C:26]=1[C:27]([O:29][CH3:30])=[O:28])=[O:23])[C:13]1[CH:18]=[CH:17][CH:16]=[CH:15][CH:14]=1.C(=O)(O)[O-].[Na+], predict the reaction product. The product is: [CH2:12]([O:19][C:20]1[CH:44]=[CH:43][C:42]([O:45][CH2:46][CH2:47][N:9]([CH2:10][CH3:11])[CH2:7][CH3:8])=[CH:41][C:21]=1[C:22]([NH:24][C:25]1[CH:34]=[C:33]([C:35]2[CH:40]=[CH:39][CH:38]=[CH:37][CH:36]=2)[CH:32]=[CH:31][C:26]=1[C:27]([O:29][CH3:30])=[O:28])=[O:23])[C:13]1[CH:18]=[CH:17][CH:16]=[CH:15][CH:14]=1. (3) Given the reactants Br[C:2]1[CH:3]=[C:4]2[C:8](=[CH:9][CH:10]=1)[N:7]([CH:11]1[CH2:16][CH2:15][CH2:14][CH2:13][O:12]1)[N:6]=[C:5]2[F:17].N#N.C([O-])([O-])=O.[Cs+].[Cs+].[CH:26]1([C:30]#[C:31][Si](C)(C)C)[CH2:29][CH2:28][CH2:27]1, predict the reaction product. The product is: [CH:26]1([C:30]#[C:31][C:2]2[CH:3]=[C:4]3[C:8](=[CH:9][CH:10]=2)[N:7]([CH:11]2[CH2:16][CH2:15][CH2:14][CH2:13][O:12]2)[N:6]=[C:5]3[F:17])[CH2:29][CH2:28][CH2:27]1. (4) Given the reactants [Cl:1][C:2]1[C:3]([F:32])=[C:4]([NH:9][C:10]2[C:19]3[C:14](=[CH:15][C:16]([O:30][CH3:31])=[C:17]([O:20][C@H:21]4[CH2:26][CH2:25][NH:24][C@H:23]([C:27]([NH2:29])=[O:28])[CH2:22]4)[CH:18]=3)[N:13]=[CH:12][N:11]=2)[CH:5]=[CH:6][C:7]=1[F:8].ClC1C(F)=C(NC2C3C(=[CH:47][C:48](OC)=[C:49]([O:52][C@H]4CCNC4)C=3)N=CN=2)C=CC=1F, predict the reaction product. The product is: [C:49]([N:24]1[CH2:25][CH2:26][C@H:21]([O:20][C:17]2[CH:18]=[C:19]3[C:14](=[CH:15][C:16]=2[O:30][CH3:31])[N:13]=[CH:12][N:11]=[C:10]3[NH:9][C:4]2[CH:5]=[CH:6][C:7]([F:8])=[C:2]([Cl:1])[C:3]=2[F:32])[CH2:22][C@H:23]1[C:27]([NH2:29])=[O:28])(=[O:52])[CH:48]=[CH2:47]. (5) Given the reactants [Br:1][C:2]1[S:6][C:5]2=[C:7]([CH2:10][OH:11])[N:8]=[CH:9][N:4]2[CH:3]=1.[Cr](O[Cr]([O-])(=O)=O)([O-])(=O)=O.[NH+]1C=CC=CC=1.[NH+]1C=CC=CC=1, predict the reaction product. The product is: [Br:1][C:2]1[S:6][C:5]2=[C:7]([CH:10]=[O:11])[N:8]=[CH:9][N:4]2[CH:3]=1.